This data is from Forward reaction prediction with 1.9M reactions from USPTO patents (1976-2016). The task is: Predict the product of the given reaction. Given the reactants Br[C:2]1[CH:3]=[C:4]([CH3:13])[C:5]2[O:10][CH2:9][C:8](=[O:11])[NH:7][C:6]=2[CH:12]=1.[B:14]1([B:14]2[O:18][C:17]([CH3:20])([CH3:19])[C:16]([CH3:22])([CH3:21])[O:15]2)[O:18][C:17]([CH3:20])([CH3:19])[C:16]([CH3:22])([CH3:21])[O:15]1.C([O-])(=O)C.[K+].O1CCOCC1, predict the reaction product. The product is: [CH3:13][C:4]1[C:5]2[O:10][CH2:9][C:8](=[O:11])[NH:7][C:6]=2[CH:12]=[C:2]([B:14]2[O:18][C:17]([CH3:20])([CH3:19])[C:16]([CH3:22])([CH3:21])[O:15]2)[CH:3]=1.